From a dataset of Reaction yield outcomes from USPTO patents with 853,638 reactions. Predict the reaction yield, written as a fraction of the theoretical maximum amount of product (1.0 means a 100% yield; for example, 0.34 means a 34% yield). (1) The reactants are [Br:1][C:2]1[CH:6]=[N:5][N:4]([CH3:7])[C:3]=1[C:8]1[CH:9]=[C:10]([NH2:23])[CH:11]=[CH:12][C:13]=1[O:14][CH2:15][CH2:16][N:17]1[CH2:21][CH2:20][CH2:19][CH:18]1[CH3:22].[F:24][C:25]1[CH:26]=[C:27]([CH:31]=[CH:32][C:33]=1[F:34])[C:28](Cl)=[O:29].C(N(CC)CC)C. The catalyst is C1COCC1. The product is [Br:1][C:2]1[CH:6]=[N:5][N:4]([CH3:7])[C:3]=1[C:8]1[CH:9]=[C:10]([NH:23][C:28](=[O:29])[C:27]2[CH:31]=[CH:32][C:33]([F:34])=[C:25]([F:24])[CH:26]=2)[CH:11]=[CH:12][C:13]=1[O:14][CH2:15][CH2:16][N:17]1[CH2:21][CH2:20][CH2:19][CH:18]1[CH3:22]. The yield is 0.460. (2) The reactants are [NH2:1][C:2]1[N:7]=[C:6]([N:8]([CH2:15][CH2:16][O:17][CH3:18])[C:9]2[CH:14]=[CH:13][CH:12]=[CH:11][CH:10]=2)[N:5]=[C:4]([C:19]2[N:23]=[C:22]([C:24]3[CH:25]=[CH:26][C:27]([C:30](OC)=[O:31])=[N:28][CH:29]=3)[O:21][N:20]=2)[N:3]=1.[BH4-].[Na+]. The catalyst is C1COCC1. The product is [NH2:1][C:2]1[N:7]=[C:6]([N:8]([CH2:15][CH2:16][O:17][CH3:18])[C:9]2[CH:14]=[CH:13][CH:12]=[CH:11][CH:10]=2)[N:5]=[C:4]([C:19]2[N:23]=[C:22]([C:24]3[CH:25]=[CH:26][C:27]([CH2:30][OH:31])=[N:28][CH:29]=3)[O:21][N:20]=2)[N:3]=1. The yield is 0.940.